Dataset: Forward reaction prediction with 1.9M reactions from USPTO patents (1976-2016). Task: Predict the product of the given reaction. (1) Given the reactants [CH:1]1([CH2:6][C:7]([OH:9])=O)[CH2:5][CH2:4][CH2:3][CH2:2]1.C(N(C(C)C)CC)(C)C.Cl.CN(C)CCCN=C=NCC.[C:31]([O:35][C:36]([N:38]1[CH2:43][CH2:42][CH:41]([NH:44][C:45]2[C:50]([NH2:51])=[CH:49][N:48]=[C:47]3[N:52]([S:55]([C:58]4[CH:63]=[CH:62][CH:61]=[CH:60][CH:59]=4)(=[O:57])=[O:56])[CH:53]=[CH:54][C:46]=23)[CH2:40][CH2:39]1)=[O:37])([CH3:34])([CH3:33])[CH3:32], predict the reaction product. The product is: [C:31]([O:35][C:36]([N:38]1[CH2:39][CH2:40][CH:41]([NH:44][C:45]2[C:50]([NH:51][C:7](=[O:9])[CH2:6][CH:1]3[CH2:2][CH2:3][CH2:4][CH2:5]3)=[CH:49][N:48]=[C:47]3[N:52]([S:55]([C:58]4[CH:63]=[CH:62][CH:61]=[CH:60][CH:59]=4)(=[O:56])=[O:57])[CH:53]=[CH:54][C:46]=23)[CH2:42][CH2:43]1)=[O:37])([CH3:34])([CH3:32])[CH3:33]. (2) Given the reactants CO[C:3]([C:5]1([N:13]([O:26][CH:27]2[CH2:31][CH2:30][CH2:29][O:28]2)[C:14](=[O:25])[CH2:15][C:16]2[C:21]([CH3:22])=[CH:20][C:19]([CH3:23])=[CH:18][C:17]=2[CH3:24])[CH2:10][CH2:9][N:8]([O:11][CH3:12])[CH2:7][CH2:6]1)=[O:4].C[O-].[Na+].[Cl-].[NH4+], predict the reaction product. The product is: [OH:4][C:3]1[C:5]2([CH2:6][CH2:7][N:8]([O:11][CH3:12])[CH2:9][CH2:10]2)[N:13]([O:26][CH:27]2[CH2:31][CH2:30][CH2:29][O:28]2)[C:14](=[O:25])[C:15]=1[C:16]1[C:21]([CH3:22])=[CH:20][C:19]([CH3:23])=[CH:18][C:17]=1[CH3:24]. (3) Given the reactants [CH3:1][N:2]1[C:7]2=[C:8]3[N:13]([C:14]([C:15]4[CH:20]=[CH:19][CH:18]=[CH:17][CH:16]=4)=[C:6]2[C:5](=[O:22])[N:4]([CH3:23])[C:3]1=[O:24])[CH2:12][CH2:11][CH2:10][C:9]3=[O:21].N1C(C)=CC=CC=1C.[F:33][C:34]([F:47])([F:46])[S:35](O[S:35]([C:34]([F:47])([F:46])[F:33])(=[O:37])=[O:36])(=[O:37])=[O:36], predict the reaction product. The product is: [F:33][C:34]([F:47])([F:46])[S:35]([O:21][C:9]1[C:8]2[N:13]([C:14]([C:15]3[CH:20]=[CH:19][CH:18]=[CH:17][CH:16]=3)=[C:6]3[C:5](=[O:22])[N:4]([CH3:23])[C:3](=[O:24])[N:2]([CH3:1])[C:7]3=2)[CH2:12][CH2:11][CH:10]=1)(=[O:37])=[O:36].